From a dataset of Peptide-MHC class I binding affinity with 185,985 pairs from IEDB/IMGT. Regression. Given a peptide amino acid sequence and an MHC pseudo amino acid sequence, predict their binding affinity value. This is MHC class I binding data. (1) The peptide sequence is LLPLTSLVI. The MHC is HLA-A02:06 with pseudo-sequence HLA-A02:06. The binding affinity (normalized) is 0.328. (2) The peptide sequence is RPFNNILNL. The MHC is HLA-A02:02 with pseudo-sequence HLA-A02:02. The binding affinity (normalized) is 0.